This data is from Full USPTO retrosynthesis dataset with 1.9M reactions from patents (1976-2016). The task is: Predict the reactants needed to synthesize the given product. (1) Given the product [CH3:1][C@H:2]1[CH2:6][CH2:5][CH2:4][N:3]1[CH:7]1[CH2:11][CH2:10][C@H:9]([C:12]2[CH:17]=[CH:16][C:15]([NH:18][C:28]([CH:25]3[CH2:24][CH2:23][N:22]([C:19](=[O:21])[CH3:20])[CH2:27][CH2:26]3)=[O:29])=[CH:14][CH:13]=2)[CH2:8]1, predict the reactants needed to synthesize it. The reactants are: [CH3:1][C@H:2]1[CH2:6][CH2:5][CH2:4][N:3]1[CH:7]1[CH2:11][CH2:10][C@H:9]([C:12]2[CH:17]=[CH:16][C:15]([NH2:18])=[CH:14][CH:13]=2)[CH2:8]1.[C:19]([N:22]1[CH2:27][CH2:26][CH:25]([C:28](Cl)=[O:29])[CH2:24][CH2:23]1)(=[O:21])[CH3:20].N1C=CC=CC=1.N.CO. (2) Given the product [N:23]1([CH:21]([C:18]2[CH:19]=[CH:20][C:15]([C:12]3[CH:13]=[CH:14][C:9]([C:30]4[N:35]=[CH:34][CH:33]=[CH:32][N:31]=4)=[CH:10][CH:11]=3)=[CH:16][CH:17]=2)[CH3:22])[CH2:27][CH2:26][CH2:25][CH2:24]1, predict the reactants needed to synthesize it. The reactants are: CC1(C)C(C)(C)OB([C:9]2[CH:14]=[CH:13][C:12]([C:15]3[CH:20]=[CH:19][C:18]([C@H:21]([N:23]4[CH2:27][CH2:26][CH2:25][CH2:24]4)[CH3:22])=[CH:17][CH:16]=3)=[CH:11][CH:10]=2)O1.Br[C:30]1[N:35]=[CH:34][CH:33]=[CH:32][N:31]=1. (3) The reactants are: [Br:1]N1C(=O)CCC1=O.C(#N)C.[CH:12]1([C:18]2[CH:23]=[C:22]([CH:24]3[CH2:29][CH2:28][CH2:27][CH2:26][CH2:25]3)[CH:21]=[C:20]([CH:30]3[CH2:35][CH2:34][CH2:33][CH2:32][CH2:31]3)[CH:19]=2)[CH2:17][CH2:16][CH2:15][CH2:14][CH2:13]1. Given the product [Br:1][C:19]1[C:20]([CH:30]2[CH2:31][CH2:32][CH2:33][CH2:34][CH2:35]2)=[CH:21][C:22]([CH:24]2[CH2:29][CH2:28][CH2:27][CH2:26][CH2:25]2)=[CH:23][C:18]=1[CH:12]1[CH2:17][CH2:16][CH2:15][CH2:14][CH2:13]1, predict the reactants needed to synthesize it. (4) Given the product [C:19]([O:22][C@@H:23]1[C@@H:28]([O:29][C:30](=[O:32])[CH3:31])[C@H:27]([O:33][C:34](=[O:36])[CH3:35])[C@@H:26]([CH2:37][O:38][C:39](=[O:41])[CH3:40])[O:25][C@H:24]1[O:17][C:10]1[C:9]([CH2:8][C:5]2[CH:6]=[CH:7][C:2]([Br:1])=[CH:3][C:4]=2[CH3:18])=[C:13]([CH:14]([CH3:15])[CH3:16])[NH:12][N:11]=1)(=[O:21])[CH3:20], predict the reactants needed to synthesize it. The reactants are: [Br:1][C:2]1[CH:7]=[CH:6][C:5]([CH2:8][C:9]2[C:10]([OH:17])=[N:11][NH:12][C:13]=2[CH:14]([CH3:16])[CH3:15])=[C:4]([CH3:18])[CH:3]=1.[C:19]([O:22][C@@H:23]1[C@@H:28]([O:29][C:30](=[O:32])[CH3:31])[C@H:27]([O:33][C:34](=[O:36])[CH3:35])[C@@H:26]([CH2:37][O:38][C:39](=[O:41])[CH3:40])[O:25][C@@H:24]1Br)(=[O:21])[CH3:20].ClCCl.C(=O)([O-])[O-].[K+].[K+]. (5) Given the product [CH:39]1([C:37]2[NH:36][C:35](=[O:45])[C:34]3([CH2:33][CH2:32][N:31]([S:28](/[CH:27]=[CH:26]/[C:22]4[C:23]([CH3:25])=[CH:24][C:19]([C:18]([N:3]5[CH2:4][CH2:5][O:1][C:2]5=[O:6])=[O:17])=[CH:20][C:21]=4[CH3:48])(=[O:30])=[O:29])[CH2:47][CH2:46]3)[N:38]=2)[CH2:44][CH2:43][CH2:42][CH2:41][CH2:40]1, predict the reactants needed to synthesize it. The reactants are: [O:1]1[CH2:5][CH2:4][NH:3][C:2]1=[O:6].COC1N=C(OC)N=C([O:17][C:18](=O)[C:19]2[CH:24]=[C:23]([CH3:25])[C:22](/[CH:26]=[CH:27]/[S:28]([N:31]3[CH2:47][CH2:46][C:34]4([N:38]=[C:37]([CH:39]5[CH2:44][CH2:43][CH2:42][CH2:41][CH2:40]5)[NH:36][C:35]4=[O:45])[CH2:33][CH2:32]3)(=[O:30])=[O:29])=[C:21]([CH3:48])[CH:20]=2)N=1.C(N(CC)CC)C.O. (6) Given the product [Cl:12][C:9]1[CH:10]=[C:11]2[C:6](=[CH:7][CH:8]=1)[N:5]=[CH:4][C:3]([C:13]([O:15][CH2:16][CH3:17])=[O:14])=[CH:2]2, predict the reactants needed to synthesize it. The reactants are: Cl[C:2]1[C:11]2[C:6](=[CH:7][CH:8]=[C:9]([Cl:12])[CH:10]=2)[N:5]=[CH:4][C:3]=1[C:13]([O:15][CH2:16][CH3:17])=[O:14].[BH4-].[Na+]. (7) Given the product [F:27][C:28]([F:40])([F:39])[C:6]1[CH:7]=[CH:8][CH:9]=[C:10]2[C:5]=1[CH2:4][CH2:3][N:2]([CH2:11][CH2:12][CH2:13][CH2:14][O:15][C:16]1[N:25]=[C:24]3[C:19]([CH2:20][CH2:21][C:22](=[O:26])[NH:23]3)=[CH:18][CH:17]=1)[CH2:1]2, predict the reactants needed to synthesize it. The reactants are: [CH2:1]1[C:10]2[C:5](=[CH:6][CH:7]=[CH:8][CH:9]=2)[CH2:4][CH2:3][N:2]1[CH2:11][CH2:12][CH2:13][CH2:14][O:15][C:16]1[N:25]=[C:24]2[C:19]([CH2:20][CH2:21][C:22](=[O:26])[NH:23]2)=[CH:18][CH:17]=1.[F:27][C:28]([F:40])([F:39])C1C=CC=C2C=1CCNC2. (8) Given the product [C:11]([C:10]1[CH:9]=[N:8][N:5]2[CH:6]=[CH:7][C:2]([C:18]3[CH:19]=[C:20]([NH:21][S:22]([CH:25]4[CH2:26][CH2:27]4)(=[O:24])=[O:23])[C:15]([O:14][CH3:13])=[N:16][CH:17]=3)=[CH:3][C:4]=12)#[N:12], predict the reactants needed to synthesize it. The reactants are: Br[C:2]1[CH:7]=[CH:6][N:5]2[N:8]=[CH:9][C:10]([C:11]#[N:12])=[C:4]2[CH:3]=1.[CH3:13][O:14][C:15]1[C:20]([NH:21][S:22]([CH:25]2[CH2:27][CH2:26]2)(=[O:24])=[O:23])=[CH:19][C:18](B2OC(C)(C)C(C)(C)O2)=[CH:17][N:16]=1.C([O-])([O-])=O.[Na+].[Na+].C(Cl)Cl. (9) Given the product [C:1]([C:5]1[CH:6]=[C:7]([N+:14]([O-:16])=[O:15])[C:8]([O:12][CH3:13])=[C:9]([NH:10][S:25]([CH3:24])(=[O:27])=[O:26])[CH:11]=1)([CH3:4])([CH3:2])[CH3:3], predict the reactants needed to synthesize it. The reactants are: [C:1]([C:5]1[CH:6]=[C:7]([N+:14]([O-:16])=[O:15])[C:8]([O:12][CH3:13])=[C:9]([CH:11]=1)[NH2:10])([CH3:4])([CH3:3])[CH3:2].C1(C)C=CC=CC=1.[CH3:24][S:25](Cl)(=[O:27])=[O:26].Cl.